From a dataset of Forward reaction prediction with 1.9M reactions from USPTO patents (1976-2016). Predict the product of the given reaction. (1) Given the reactants N1[CH2:6][CH2:5][CH:4]([CH2:7][OH:8])CC1.N1([CH:15]=[CH:16][C:17]([O:19][C:20]2[CH:25]=[CH:24][C:23]([C:26]3[CH:31]=[CH:30][CH:29]=[CH:28][CH:27]=3)=[CH:22][CH:21]=2)=[O:18])CCCCC1.[CH2:32]1COC[CH2:33]1, predict the reaction product. The product is: [O:8]([CH:15]=[CH:16][C:17]([O:19][C:20]1[CH:21]=[CH:22][C:23]([C:26]2[CH:27]=[CH:28][CH:29]=[CH:30][CH:31]=2)=[CH:24][CH:25]=1)=[O:18])[C:7]1[CH:4]=[CH:5][CH:6]=[CH:33][CH:32]=1. (2) Given the reactants [Cl:1][C:2]1[CH:3]=[CH:4][C:5]([C:25]#[N:26])=[C:6]([C:8]2[C:13]([O:14][CH3:15])=[CH:12][N:11]([CH2:16][C:17]([O:19][C:20]([CH3:23])([CH3:22])[CH3:21])=[O:18])[C:10](=[O:24])[CH:9]=2)[CH:7]=1.FC(F)(F)S(O[CH2:33][CH:34]1[CH2:39][CH2:38][CH:37]([O:40][Si:41]([C:44]([CH3:47])([CH3:46])[CH3:45])([CH3:43])[CH3:42])[CH2:36][CH2:35]1)(=O)=O, predict the reaction product. The product is: [Si:41]([O:40][CH:37]1[CH2:36][CH2:35][CH:34]([CH2:33][CH:16]([N:11]2[CH:12]=[C:13]([O:14][CH3:15])[C:8]([C:6]3[CH:7]=[C:2]([Cl:1])[CH:3]=[CH:4][C:5]=3[C:25]#[N:26])=[CH:9][C:10]2=[O:24])[C:17]([O:19][C:20]([CH3:21])([CH3:22])[CH3:23])=[O:18])[CH2:39][CH2:38]1)([C:44]([CH3:47])([CH3:46])[CH3:45])([CH3:43])[CH3:42]. (3) Given the reactants [OH:1][C:2]1[CH:9]=[CH:8][C:5]([CH:6]=[O:7])=[CH:4][CH:3]=1.C1(P(C2C=CC=CC=2)C2C=CC=CC=2)C=CC=CC=1.O[CH:30]1[CH2:35][CH2:34][N:33]([CH3:36])[CH2:32][CH2:31]1.N(C(OC(C)C)=O)=NC(OC(C)C)=O, predict the reaction product. The product is: [CH3:36][N:33]1[CH2:34][CH2:35][CH:30]([O:1][C:2]2[CH:9]=[CH:8][C:5]([CH:6]=[O:7])=[CH:4][CH:3]=2)[CH2:31][CH2:32]1. (4) Given the reactants I[C:2]1[C:3]2[C:8]([C:9]([C:16]3[CH:21]=[CH:20][CH:19]=[CH:18][CH:17]=3)=[C:10]3[C:15]=1[CH:14]=[CH:13][CH:12]=[CH:11]3)=[CH:7][CH:6]=[CH:5][CH:4]=2.[Br:22][C:23]1[CH:28]=[CH:27][C:26](B(O)O)=[CH:25][CH:24]=1.C(=O)([O-])[O-].[K+].[K+], predict the reaction product. The product is: [Br:22][C:23]1[CH:28]=[CH:27][C:26]([C:2]2[C:3]3[C:8]([C:9]([C:16]4[CH:21]=[CH:20][CH:19]=[CH:18][CH:17]=4)=[C:10]4[C:15]=2[CH:14]=[CH:13][CH:12]=[CH:11]4)=[CH:7][CH:6]=[CH:5][CH:4]=3)=[CH:25][CH:24]=1. (5) Given the reactants Cl[C:2]1[CH:11]=[CH:10][C:9]2[C:4](=[CH:5][CH:6]=[C:7](Cl)[CH:8]=2)[N:3]=1.[O:13]([CH2:20][CH2:21][NH2:22])[C:14]1[CH:19]=[CH:18][CH:17]=[CH:16][CH:15]=1.[CH3:23][O:24][C:25]1[CH:32]=[CH:31][C:28]([CH2:29][NH2:30])=[CH:27][CH:26]=1, predict the reaction product. The product is: [CH3:23][O:24][C:25]1[CH:32]=[CH:31][C:28]([CH2:29][NH:30][C:7]2[CH:8]=[C:9]3[C:4](=[CH:5][CH:6]=2)[N:3]=[C:2]([NH:22][CH2:21][CH2:20][O:13][C:14]2[CH:19]=[CH:18][CH:17]=[CH:16][CH:15]=2)[CH:11]=[CH:10]3)=[CH:27][CH:26]=1. (6) Given the reactants [CH2:1]([C:8]#[N:9])[C:2]1[CH:7]=[CH:6][CH:5]=[CH:4][CH:3]=1.[H-].[Na+].C(Br)[C:13]1[CH:18]=[CH:17][CH:16]=CC=1, predict the reaction product. The product is: [CH2:8]([C:1]([CH2:13][CH2:18][CH2:17][CH3:16])([C:2]1[CH:7]=[CH:6][CH:5]=[CH:4][CH:3]=1)[C:8]#[N:9])[CH2:1][CH2:2][CH3:3]. (7) Given the reactants CN1CCNCC1.[Li]CCCC.[O:13]1[C:17]2[CH:18]=[CH:19][C:20]([CH:22]=[O:23])=[CH:21][C:16]=2[CH:15]=[CH:14]1.CN(C)CCN(C)C.[CH2:32]([Sn:36](Cl)([CH2:41][CH2:42][CH2:43][CH3:44])[CH2:37][CH2:38][CH2:39][CH3:40])[CH2:33][CH2:34][CH3:35], predict the reaction product. The product is: [CH2:41]([Sn:36]([CH2:32][CH2:33][CH2:34][CH3:35])([CH2:37][CH2:38][CH2:39][CH3:40])[C:14]1[O:13][C:17]2[CH:18]=[CH:19][C:20]([CH:22]=[O:23])=[CH:21][C:16]=2[CH:15]=1)[CH2:42][CH2:43][CH3:44]. (8) Given the reactants [CH3:1][C:2]1[N:7]=[CH:6][C:5]([C:8]#[C:9][Si](C)(C)C)=[CH:4][N:3]=1.C(=O)([O-])[O-].[K+].[K+], predict the reaction product. The product is: [C:8]([C:5]1[CH:4]=[N:3][C:2]([CH3:1])=[N:7][CH:6]=1)#[CH:9].